From a dataset of NCI-60 drug combinations with 297,098 pairs across 59 cell lines. Regression. Given two drug SMILES strings and cell line genomic features, predict the synergy score measuring deviation from expected non-interaction effect. (1) Drug 1: COC1=CC(=CC(=C1O)OC)C2C3C(COC3=O)C(C4=CC5=C(C=C24)OCO5)OC6C(C(C7C(O6)COC(O7)C8=CC=CS8)O)O. Drug 2: C1C(C(OC1N2C=NC(=NC2=O)N)CO)O. Cell line: OVCAR3. Synergy scores: CSS=35.0, Synergy_ZIP=-5.48, Synergy_Bliss=-0.849, Synergy_Loewe=1.66, Synergy_HSA=2.86. (2) Drug 2: CC=C1C(=O)NC(C(=O)OC2CC(=O)NC(C(=O)NC(CSSCCC=C2)C(=O)N1)C(C)C)C(C)C. Cell line: UO-31. Synergy scores: CSS=6.59, Synergy_ZIP=-0.0458, Synergy_Bliss=4.80, Synergy_Loewe=4.25, Synergy_HSA=4.22. Drug 1: C1CC(=O)NC(=O)C1N2CC3=C(C2=O)C=CC=C3N. (3) Drug 1: C1=NC(=NC(=O)N1C2C(C(C(O2)CO)O)O)N. Drug 2: CN(CCCl)CCCl.Cl. Cell line: U251. Synergy scores: CSS=62.3, Synergy_ZIP=-1.55, Synergy_Bliss=-0.946, Synergy_Loewe=-0.973, Synergy_HSA=3.90. (4) Drug 1: CC1=C2C(C(=O)C3(C(CC4C(C3C(C(C2(C)C)(CC1OC(=O)C(C(C5=CC=CC=C5)NC(=O)OC(C)(C)C)O)O)OC(=O)C6=CC=CC=C6)(CO4)OC(=O)C)O)C)O. Drug 2: C1CCC(C(C1)N)N.C(=O)(C(=O)[O-])[O-].[Pt+4]. Cell line: UO-31. Synergy scores: CSS=18.0, Synergy_ZIP=-3.08, Synergy_Bliss=-1.51, Synergy_Loewe=0.752, Synergy_HSA=-0.698.